Dataset: Reaction yield outcomes from USPTO patents with 853,638 reactions. Task: Predict the reaction yield, written as a fraction of the theoretical maximum amount of product (1.0 means a 100% yield; for example, 0.34 means a 34% yield). The reactants are [F:1][C:2]1[CH:3]=[C:4]([N:8]=[C:9]=[O:10])[CH:5]=[CH:6][CH:7]=1.[NH2:11][C:12]1[C:17]2[NH:18][C:19]([C:21]3[C:22](=[O:37])[NH:23][CH:24]=[CH:25][C:26]=3[NH:27][CH2:28][C@@H:29]([OH:36])[C:30]3[CH:35]=[CH:34][CH:33]=[CH:32][CH:31]=3)=[N:20][C:16]=2[CH:15]=[CH:14][CH:13]=1.N. The catalyst is C(Cl)Cl. The product is [F:1][C:2]1[CH:3]=[C:4]([NH:8][C:9]([NH:11][C:12]2[C:17]3[NH:18][C:19]([C:21]4[C:22](=[O:37])[NH:23][CH:24]=[CH:25][C:26]=4[NH:27][CH2:28][C@@H:29]([OH:36])[C:30]4[CH:31]=[CH:32][CH:33]=[CH:34][CH:35]=4)=[N:20][C:16]=3[CH:15]=[CH:14][CH:13]=2)=[O:10])[CH:5]=[CH:6][CH:7]=1. The yield is 0.450.